From a dataset of Catalyst prediction with 721,799 reactions and 888 catalyst types from USPTO. Predict which catalyst facilitates the given reaction. Reactant: [Cl:1][C:2]1[CH:28]=[CH:27][C:5]([C:6]([CH2:8][CH2:9][O:10][C:11]([CH2:13][NH:14][CH2:15][C:16]2[CH:17]=[C:18]([CH:23]=[CH:24][C:25]=2[NH2:26])[C:19]([O:21][CH3:22])=[O:20])=[O:12])=[O:7])=[CH:4][CH:3]=1.[N:29]1([C:34]([C:36]2[CH:43]=[CH:42][C:39]([CH:40]=O)=[CH:38][CH:37]=2)=[O:35])[CH2:33][CH:32]=[CH:31][CH2:30]1.C(O)(=O)C.C(O[BH-](OC(=O)C)OC(=O)C)(=O)C.[Na+]. Product: [Cl:1][C:2]1[CH:28]=[CH:27][C:5]([C:6]([CH2:8][CH2:9][O:10][C:11]([CH2:13][NH:14][CH2:15][C:16]2[CH:17]=[C:18]([CH:23]=[CH:24][C:25]=2[NH:26][CH2:40][C:39]2[CH:38]=[CH:37][C:36]([C:34]([N:29]3[CH2:33][CH:32]=[CH:31][CH2:30]3)=[O:35])=[CH:43][CH:42]=2)[C:19]([O:21][CH3:22])=[O:20])=[O:12])=[O:7])=[CH:4][CH:3]=1. The catalyst class is: 4.